This data is from CYP2D6 inhibition data for predicting drug metabolism from PubChem BioAssay. The task is: Regression/Classification. Given a drug SMILES string, predict its absorption, distribution, metabolism, or excretion properties. Task type varies by dataset: regression for continuous measurements (e.g., permeability, clearance, half-life) or binary classification for categorical outcomes (e.g., BBB penetration, CYP inhibition). Dataset: cyp2d6_veith. (1) The drug is O=C(N/N=C/C1C(c2ccccc2)C1(Cl)Cl)c1cccc(Br)c1. The result is 1 (inhibitor). (2) The molecule is N#CCCn1c(=O)c(-c2cccc(C#N)c2)nc2cnc(N3CCOCC3)nc21. The result is 0 (non-inhibitor).